From a dataset of Full USPTO retrosynthesis dataset with 1.9M reactions from patents (1976-2016). Predict the reactants needed to synthesize the given product. (1) Given the product [ClH:1].[Cl:16][C:15]1[C:6]([NH:5][C:3](=[O:4])[CH2:2][NH:34][C:33]2[CH:35]=[CH:36][CH:37]=[C:31]([Cl:30])[CH:32]=2)=[C:7]2[C:12](=[CH:13][CH:14]=1)[N:11]=[C:10]([N:17]1[CH2:21][CH2:20][C@@H:19]([OH:22])[CH2:18]1)[CH:9]=[CH:8]2, predict the reactants needed to synthesize it. The reactants are: [Cl:1][CH2:2][C:3]([NH:5][C:6]1[C:15]([Cl:16])=[CH:14][CH:13]=[C:12]2[C:7]=1[CH:8]=[CH:9][C:10]([N:17]1[CH2:21][CH2:20][C@@H:19]([O:22][Si](C(C)(C)C)(C)C)[CH2:18]1)=[N:11]2)=[O:4].[Cl:30][C:31]1[CH:32]=[C:33]([CH:35]=[CH:36][CH:37]=1)[NH2:34].Cl. (2) Given the product [F:1][C:2]1[CH:7]=[C:6]([C:8]([F:10])([F:11])[F:9])[CH:5]=[CH:4][C:3]=1[C:12]1[C:21]2[CH2:20][CH2:19][CH2:18][CH:17]([CH2:22][C:23]([NH:29][CH3:28])=[O:24])[C:16]=2[CH:15]=[N:14][CH:13]=1, predict the reactants needed to synthesize it. The reactants are: [F:1][C:2]1[CH:7]=[C:6]([C:8]([F:11])([F:10])[F:9])[CH:5]=[CH:4][C:3]=1[C:12]1[C:21]2[CH2:20][CH2:19][CH2:18][CH:17]([CH2:22][C:23](OCC)=[O:24])[C:16]=2[CH:15]=[N:14][CH:13]=1.[CH3:28][NH2:29].C[Al](C)C. (3) Given the product [F:21][C:2]([F:1])([F:20])[C:3]1[CH:4]=[CH:5][C:6]([NH:9][C:10]2[C:11]3[CH2:19][CH2:18][N:17]([C:23]4[CH:28]=[CH:27][C:26]([CH3:29])=[CH:25][CH:24]=4)[CH2:16][C:12]=3[N:13]=[CH:14][N:15]=2)=[CH:7][CH:8]=1, predict the reactants needed to synthesize it. The reactants are: [F:1][C:2]([F:21])([F:20])[C:3]1[CH:8]=[CH:7][C:6]([NH:9][C:10]2[C:11]3[CH2:19][CH2:18][NH:17][CH2:16][C:12]=3[N:13]=[CH:14][N:15]=2)=[CH:5][CH:4]=1.B(O)(O)[C:23]1[CH:24]=[CH:25][C:26]([CH3:29])=[CH:27][CH:28]=1.C(N(CC)CC)C.